Task: Predict the reactants needed to synthesize the given product.. Dataset: Full USPTO retrosynthesis dataset with 1.9M reactions from patents (1976-2016) (1) The reactants are: C([O-])=O.[NH4+:4].[C:5]([CH:9]1[CH2:14][CH2:13][C:12](=O)[CH2:11][CH2:10]1)([CH3:8])([CH3:7])[CH3:6].C(O)(=O)C. Given the product [C:5]([C@@H:9]1[CH2:14][CH2:13][C@H:12]([NH2:4])[CH2:11][CH2:10]1)([CH3:8])([CH3:7])[CH3:6], predict the reactants needed to synthesize it. (2) Given the product [I:11][C:12]1[C:20]2[C:15](=[N:16][CH:17]=[N:18][C:19]=2[NH2:21])[N:14]([CH:22]2[CH2:27][CH2:26][N:25]([CH:8]3[CH2:10][CH:3]4[N:2]([CH3:1])[CH:6]([CH2:5][CH2:4]4)[CH2:7]3)[CH2:24][CH2:23]2)[N:13]=1, predict the reactants needed to synthesize it. The reactants are: [CH3:1][N:2]1[CH:6]2[CH2:7][C:8]([CH2:10][CH:3]1[CH2:4][CH2:5]2)=O.[I:11][C:12]1[C:20]2[C:15](=[N:16][CH:17]=[N:18][C:19]=2[NH2:21])[N:14]([CH:22]2[CH2:27][CH2:26][NH:25][CH2:24][CH2:23]2)[N:13]=1. (3) Given the product [CH2:1]([CH:8]1[CH2:13][CH2:12][N:11]([C:25]2[CH:26]=[CH:27][CH:28]=[CH:29][C:24]=2[C:23]([NH2:17])=[O:30])[CH2:10][CH2:9]1)[C:2]1[CH:7]=[CH:6][CH:5]=[CH:4][CH:3]=1, predict the reactants needed to synthesize it. The reactants are: [CH2:1]([CH:8]1[CH2:13][CH2:12][NH:11][CH2:10][CH2:9]1)[C:2]1[CH:7]=[CH:6][CH:5]=[CH:4][CH:3]=1.C([N:17](C(C)C)CC)(C)C.[C:23](Cl)(=[O:30])[C:24]1[CH:29]=[CH:28][CH:27]=[CH:26][CH:25]=1.O. (4) Given the product [Cl:1][C:2]1[CH:3]=[CH:4][C:5]([N:10]2[CH2:15][CH2:14][O:13][CH2:12][CH2:11]2)=[C:6]([CH2:7][N:19]2[CH2:18][CH2:17][N:16]([C:22]([O:24][C:25]([CH3:28])([CH3:27])[CH3:26])=[O:23])[CH2:21][CH2:20]2)[CH:9]=1, predict the reactants needed to synthesize it. The reactants are: [Cl:1][C:2]1[CH:3]=[CH:4][C:5]([N:10]2[CH2:15][CH2:14][O:13][CH2:12][CH2:11]2)=[C:6]([CH:9]=1)[CH:7]=O.[N:16]1([C:22]([O:24][C:25]([CH3:28])([CH3:27])[CH3:26])=[O:23])[CH2:21][CH2:20][NH:19][CH2:18][CH2:17]1.C(O[BH-](OC(=O)C)OC(=O)C)(=O)C.[Na+]. (5) Given the product [Cl:1][C:2]1[CH:7]=[C:6]([Cl:8])[CH:5]=[CH:4][C:3]=1[C:9]1[N:10]=[C:11](/[CH:16]=[CH:17]/[C:18]2[CH:23]=[CH:22][C:21]([C:24]3[CH:25]=[CH:26][C:27]([O:30][C:32]4[CH:39]=[CH:38][C:35]([C:36]5[NH:42][N:41]=[N:40][N:37]=5)=[CH:34][CH:33]=4)=[CH:28][CH:29]=3)=[CH:20][CH:19]=2)[N:12]([CH2:14][CH3:15])[CH:13]=1, predict the reactants needed to synthesize it. The reactants are: [Cl:1][C:2]1[CH:7]=[C:6]([Cl:8])[CH:5]=[CH:4][C:3]=1[C:9]1[N:10]=[C:11](/[CH:16]=[CH:17]/[C:18]2[CH:23]=[CH:22][C:21]([C:24]3[CH:29]=[CH:28][C:27]([OH:30])=[CH:26][CH:25]=3)=[CH:20][CH:19]=2)[N:12]([CH2:14][CH3:15])[CH:13]=1.I[C:32]1[CH:39]=[CH:38][C:35]([C:36]#[N:37])=[CH:34][CH:33]=1.[NH:40]1C=N[N:42]=[N:41]1.